Task: Predict the product of the given reaction.. Dataset: Forward reaction prediction with 1.9M reactions from USPTO patents (1976-2016) Given the reactants [Br:1][C:2]1[CH:6]=[N:5][N:4]([CH3:7])[C:3]=1[C:8]1[CH:9]=[C:10]([NH2:16])[CH:11]=[CH:12][C:13]=1[O:14][CH3:15].[Cl:17][C:18]1[CH:19]=[C:20]([N:24]=[C:25]=[O:26])[CH:21]=[CH:22][CH:23]=1, predict the reaction product. The product is: [Br:1][C:2]1[CH:6]=[N:5][N:4]([CH3:7])[C:3]=1[C:8]1[CH:9]=[C:10]([NH:16][C:25]([NH:24][C:20]2[CH:21]=[CH:22][CH:23]=[C:18]([Cl:17])[CH:19]=2)=[O:26])[CH:11]=[CH:12][C:13]=1[O:14][CH3:15].